The task is: Predict the product of the given reaction.. This data is from Forward reaction prediction with 1.9M reactions from USPTO patents (1976-2016). (1) Given the reactants [Cl:1][C:2]1[CH:21]=[CH:20][C:5]([CH2:6][NH:7][C:8]2[CH:9]=[C:10]([CH:17]=[CH:18][CH:19]=2)[C:11]([NH:13][CH:14]([CH3:16])[CH3:15])=[O:12])=[CH:4][CH:3]=1.C(N(C(C)C)CC)(C)C.[CH3:31][N:32]1[C:36]([S:37](Cl)(=[O:39])=[O:38])=[CH:35][CH:34]=[N:33]1, predict the reaction product. The product is: [Cl:1][C:2]1[CH:21]=[CH:20][C:5]([CH2:6][N:7]([S:37]([C:36]2[N:32]([CH3:31])[N:33]=[CH:34][CH:35]=2)(=[O:39])=[O:38])[C:8]2[CH:9]=[C:10]([CH:17]=[CH:18][CH:19]=2)[C:11]([NH:13][CH:14]([CH3:16])[CH3:15])=[O:12])=[CH:4][CH:3]=1. (2) Given the reactants [CH3:1][CH2:2]N(CC)CC.Br[C:9]1[CH:14]=[CH:13][C:12]([CH2:15][NH:16][C:17]([C:19]2[NH:23][C:22]([CH3:24])=[N:21][C:20]=2[Cl:25])=[O:18])=[C:11]([F:26])[C:10]=1[O:27][C:28]1[CH:33]=[C:32]([C:34]#[N:35])[CH:31]=[C:30]([Cl:36])[CH:29]=1.C([B-](F)(F)F)=C.[K+], predict the reaction product. The product is: [Cl:25][C:20]1[N:21]=[C:22]([CH3:24])[NH:23][C:19]=1[C:17]([NH:16][CH2:15][C:12]1[CH:13]=[CH:14][C:9]([CH:1]=[CH2:2])=[C:10]([O:27][C:28]2[CH:33]=[C:32]([C:34]#[N:35])[CH:31]=[C:30]([Cl:36])[CH:29]=2)[C:11]=1[F:26])=[O:18]. (3) Given the reactants Br[C:2]1[CH:7]=[C:6]([CH3:8])[C:5]([C:9]([N:11]2[CH2:17][CH2:16][CH2:15][N:14]([CH2:18][CH2:19][OH:20])[CH2:13][CH2:12]2)=[O:10])=[C:4]([CH3:21])[CH:3]=1.BrC1C=C(C)C(C(O)=O)=C(C)C=1.N1(CCO)CCCNCC1.BrC1C=C(C)C(C(N2CCC(N3CCCC3)CC2)=O)=C(C)C=1.[F:66][C:67]([F:79])([F:78])[O:68][C:69]1[CH:70]=[C:71](B(O)O)[CH:72]=[CH:73][CH:74]=1, predict the reaction product. The product is: [CH3:21][C:4]1[CH:3]=[C:2]([C:71]2[CH:72]=[CH:73][CH:74]=[C:69]([O:68][C:67]([F:66])([F:78])[F:79])[CH:70]=2)[CH:7]=[C:6]([CH3:8])[C:5]=1[C:9]([N:11]1[CH2:17][CH2:16][CH2:15][N:14]([CH2:18][CH2:19][OH:20])[CH2:13][CH2:12]1)=[O:10].